The task is: Predict the reactants needed to synthesize the given product.. This data is from Full USPTO retrosynthesis dataset with 1.9M reactions from patents (1976-2016). (1) Given the product [CH:1]1([C@@H:7]([NH:9][C:10]2[S:11][C:12]3[CH:18]=[C:17]([OH:19])[CH:16]=[CH:15][C:13]=3[N:14]=2)[CH3:8])[CH2:6][CH2:5][CH2:4][CH2:3][CH2:2]1, predict the reactants needed to synthesize it. The reactants are: [CH:1]1([C@@H:7]([NH:9][C:10]2[S:11][C:12]3[CH:18]=[C:17]([O:19]C)[CH:16]=[CH:15][C:13]=3[N:14]=2)[CH3:8])[CH2:6][CH2:5][CH2:4][CH2:3][CH2:2]1.B(Br)(Br)Br. (2) Given the product [F:1][C:2]1[CH:18]=[CH:17][C:16]([C:19]([F:22])([F:20])[F:21])=[CH:15][C:3]=1[C:4]([NH:6][C:7]1[CH:12]=[CH:11][NH:10][C:9](=[O:13])[CH:8]=1)=[O:5], predict the reactants needed to synthesize it. The reactants are: [F:1][C:2]1[CH:18]=[CH:17][C:16]([C:19]([F:22])([F:21])[F:20])=[CH:15][C:3]=1[C:4]([NH:6][C:7]1[CH:12]=[CH:11][N:10]=[C:9]([O:13]C)[CH:8]=1)=[O:5].[Si](I)(C)(C)C. (3) Given the product [CH2:15]([O:14][C:12]([C:8]1[C:4]2[N:5]=[CH:6][N:7]=[C:2]([Cl:19])[C:3]=2[NH:10][C:9]=1[CH3:11])=[O:13])[CH3:16], predict the reactants needed to synthesize it. The reactants are: O[C:2]1[C:3]2[NH:10][C:9]([CH3:11])=[C:8]([C:12]([O:14][CH2:15][CH3:16])=[O:13])[C:4]=2[N:5]=[CH:6][N:7]=1.O=P(Cl)(Cl)[Cl:19]. (4) Given the product [O:9]1[C:4]2[CH:5]=[CH:6][CH:7]=[CH:8][C:3]=2[N:2]=[C:15]1[C:14]1[CH:18]=[CH:19][C:11]([OH:10])=[CH:12][CH:13]=1, predict the reactants needed to synthesize it. The reactants are: O.[NH2:2][C:3]1[CH:8]=[CH:7][CH:6]=[CH:5][C:4]=1[OH:9].[OH:10][C:11]1[CH:19]=[CH:18][C:14]([C:15](O)=O)=[CH:13][CH:12]=1.B(O)(O)O.